This data is from Reaction yield outcomes from USPTO patents with 853,638 reactions. The task is: Predict the reaction yield, written as a fraction of the theoretical maximum amount of product (1.0 means a 100% yield; for example, 0.34 means a 34% yield). (1) The product is [CH:11]1([C:8]2[CH:9]=[CH:10][C:5]([C:3]([OH:4])=[O:2])=[N:6][C:7]=2[O:14][CH2:15][CH2:16][O:17][CH3:18])[CH2:13][CH2:12]1. The reactants are C[O:2][C:3]([C:5]1[CH:10]=[CH:9][C:8]([CH:11]2[CH2:13][CH2:12]2)=[C:7]([O:14][CH2:15][CH2:16][O:17][CH3:18])[N:6]=1)=[O:4].[OH-].[Na+]. The yield is 0.730. The catalyst is C(O)C. (2) The reactants are C(O)[C@H]1O[C@H](O[C@]2(CO)O[C@H](CO)[C@@H](O)[C@@H]2O)[C@H](O)[C@@H](O)[C@@H]1O.[CH2:24]([O:26][C:27]([CH:29]1[C:33](=[O:34])[CH2:32][N:31]([C:35]([O:37][CH2:38][C:39]2[CH:44]=[CH:43][CH:42]=[CH:41][CH:40]=2)=[O:36])[CH2:30]1)=[O:28])[CH3:25]. The catalyst is O. The product is [CH2:24]([O:26][C:27]([CH:29]1[CH:33]([OH:34])[CH2:32][N:31]([C:35]([O:37][CH2:38][C:39]2[CH:40]=[CH:41][CH:42]=[CH:43][CH:44]=2)=[O:36])[CH2:30]1)=[O:28])[CH3:25]. The yield is 0.410. (3) The reactants are [CH3:1][O:2][C:3]1[CH:4]=[C:5]2[C:10](=[CH:11][C:12]=1[O:13][CH3:14])[N:9]=[CH:8][CH:7]=[C:6]2[O:15][C:16]1[CH:22]=[CH:21][C:19]([NH2:20])=[C:18]([CH3:23])[C:17]=1[CH3:24].ClC(Cl)(O[C:29](=[O:35])OC(Cl)(Cl)Cl)Cl.[F:37][C:38]1[CH:44]=[CH:43][C:41]([NH2:42])=[C:40]([CH3:45])[CH:39]=1.CO. The catalyst is C(Cl)(Cl)Cl.C(N(CC)CC)C.ClCCl. The product is [CH3:1][O:2][C:3]1[CH:4]=[C:5]2[C:10](=[CH:11][C:12]=1[O:13][CH3:14])[N:9]=[CH:8][CH:7]=[C:6]2[O:15][C:16]1[CH:22]=[CH:21][C:19]([NH:20][C:29]([NH:42][C:41]2[CH:43]=[CH:44][C:38]([F:37])=[CH:39][C:40]=2[CH3:45])=[O:35])=[C:18]([CH3:23])[C:17]=1[CH3:24]. The yield is 0.910. (4) The reactants are Br[C:2]1[CH:10]=[CH:9][CH:8]=[C:7]2[C:3]=1[CH:4]=[CH:5][N:6]2[S:11]([C:14]1[CH:19]=[CH:18][CH:17]=[CH:16][C:15]=1[CH3:20])(=[O:13])=[O:12].[CH2:21]([Sn](CCCC)(CCCC)C=C)[CH2:22]CC. The catalyst is CC#N. The product is [CH3:20][C:15]1[CH:16]=[CH:17][CH:18]=[CH:19][C:14]=1[S:11]([N:6]1[C:7]2[C:3](=[C:2]([CH:21]=[CH2:22])[CH:10]=[CH:9][CH:8]=2)[CH:4]=[CH:5]1)(=[O:13])=[O:12]. The yield is 0.710. (5) The reactants are [Br:1][C:2]1[CH:3]=[C:4]([O:20][C:21]2[CH:26]=[CH:25][CH:24]=[CH:23][CH:22]=2)[C:5]([NH:8][C:9]2[S:10][CH:11]=[C:12]([CH2:14][CH2:15][C:16]([O:18]C)=[O:17])[N:13]=2)=[N:6][CH:7]=1.O.[OH-].[Na+]. The catalyst is C1COCC1. The product is [Br:1][C:2]1[CH:3]=[C:4]([O:20][C:21]2[CH:26]=[CH:25][CH:24]=[CH:23][CH:22]=2)[C:5]([NH:8][C:9]2[S:10][CH:11]=[C:12]([CH2:14][CH2:15][C:16]([OH:18])=[O:17])[N:13]=2)=[N:6][CH:7]=1. The yield is 0.517. (6) The reactants are [Cl:1][C:2]1[CH:7]=[C:6]([NH2:8])[C:5]([F:9])=[CH:4][N:3]=1.[H-].[Na+].[Cl:12][C:13]1[CH:21]=[C:20]([Cl:22])[CH:19]=[C:18]([Cl:23])[C:14]=1[C:15](Cl)=[O:16].O. The catalyst is CN(C)C=O. The product is [Cl:12][C:13]1[CH:21]=[C:20]([Cl:22])[CH:19]=[C:18]([Cl:23])[C:14]=1[C:15]([NH:8][C:6]1[C:5]([F:9])=[CH:4][N:3]=[C:2]([Cl:1])[CH:7]=1)=[O:16]. The yield is 0.540. (7) The reactants are [Cl:1][C:2]1[CH:3]=[C:4]2[C:8](=[CH:9][CH:10]=1)[CH:7]([O:11][C:12]1[CH:17]=[CH:16][C:15]([CH2:18][CH2:19][C:20]#[N:21])=[CH:14][CH:13]=1)[CH2:6][CH2:5]2.[H-].[Al+3].[Li+].[H-].[H-].[H-].O.[C:29](OC(=O)C)(=[O:31])[CH3:30]. The catalyst is O1CCCC1. The product is [Cl:1][C:2]1[CH:3]=[C:4]2[C:8](=[CH:9][CH:10]=1)[CH:7]([O:11][C:12]1[CH:13]=[CH:14][C:15]([CH2:18][CH2:19][CH2:20][NH:21][C:29](=[O:31])[CH3:30])=[CH:16][CH:17]=1)[CH2:6][CH2:5]2. The yield is 0.180.